From a dataset of Full USPTO retrosynthesis dataset with 1.9M reactions from patents (1976-2016). Predict the reactants needed to synthesize the given product. (1) Given the product [NH:4]1[C:12]2[C:7](=[CH:8][CH:9]=[C:10]([NH:13][C:14]([C:16]3[C:35]([N:36]4[CH2:37][CH2:38][N:39]([CH2:44][CH2:43][OH:42])[CH2:40][CH2:41]4)=[CH:34][C:19]4[NH:20][C:21]([NH:23][C:24]5[CH:29]=[CH:28][CH:27]=[CH:26][C:25]=5[C:30]([F:31])([F:32])[F:33])=[N:22][C:18]=4[CH:17]=3)=[O:15])[CH:11]=2)[CH:6]=[N:5]1, predict the reactants needed to synthesize it. The reactants are: Cl.Cl.Cl.[NH:4]1[C:12]2[C:7](=[CH:8][CH:9]=[C:10]([NH:13][C:14]([C:16]3[C:35]([N:36]4[CH2:41][CH2:40][NH:39][CH2:38][CH2:37]4)=[CH:34][C:19]4[NH:20][C:21]([NH:23][C:24]5[CH:29]=[CH:28][CH:27]=[CH:26][C:25]=5[C:30]([F:33])([F:32])[F:31])=[N:22][C:18]=4[CH:17]=3)=[O:15])[CH:11]=2)[CH:6]=[N:5]1.[O:42]=[CH:43][CH:44](CO)O.C([BH3-])#N.[Na+]. (2) Given the product [NH2:1][C:4]1[CH:5]=[CH:6][C:7]([C:10]23[CH2:29][CH:14]4[CH2:15][C:16]([NH:18][CH2:19][C:20]([N:22]5[CH2:26][CH2:25][CH2:24][C@H:23]5[C:27]#[N:28])=[O:21])([CH2:17]2)[CH:12]([CH2:13]4)[CH2:11]3)=[CH:8][CH:9]=1, predict the reactants needed to synthesize it. The reactants are: [N+:1]([C:4]1[CH:9]=[CH:8][C:7]([C:10]23[CH2:29][CH:14]4[CH2:15][C:16]([NH:18][CH2:19][C:20]([N:22]5[CH2:26][CH2:25][CH2:24][C@H:23]5[C:27]#[N:28])=[O:21])([CH2:17]2)[CH:12]([CH2:13]4)[CH2:11]3)=[CH:6][CH:5]=1)([O-])=O.O.C1COCC1.[NH4+].[Cl-]. (3) Given the product [Br:28][C:29]1[CH:34]=[C:33]([C:8]2[CH:7]=[C:6]([C:18]3[CH:19]=[CH:20][C:21]([C:24]([F:26])([F:25])[F:27])=[CH:22][CH:23]=3)[CH:5]=[C:4]([CH:1]3[CH2:2][CH2:3]3)[N:9]=2)[CH:32]=[N:31][CH:30]=1, predict the reactants needed to synthesize it. The reactants are: [CH:1]1([C:4]2[N:9]=[C:8](OS(C(F)(F)F)(=O)=O)[CH:7]=[C:6]([C:18]3[CH:23]=[CH:22][C:21]([C:24]([F:27])([F:26])[F:25])=[CH:20][CH:19]=3)[CH:5]=2)[CH2:3][CH2:2]1.[Br:28][C:29]1[C:30](B(O)O)=[N:31][CH:32]=[CH:33][CH:34]=1.BrC1C=NC=C(Br)C=1. (4) Given the product [C:1]([O:5][C:6]([N:8]1[CH2:9][CH2:10][CH:11]([O:14][C:15]2[C:24]3[C:19](=[CH:20][CH:21]=[CH:22][CH:23]=3)[C:18]([NH2:25])=[CH:17][N:16]=2)[CH2:12][CH2:13]1)=[O:7])([CH3:4])([CH3:2])[CH3:3], predict the reactants needed to synthesize it. The reactants are: [C:1]([O:5][C:6]([N:8]1[CH2:13][CH2:12][CH:11]([O:14][C:15]2[C:24]3[C:19](=[CH:20][CH:21]=[CH:22][CH:23]=3)[C:18]([N+:25]([O-])=O)=[CH:17][N:16]=2)[CH2:10][CH2:9]1)=[O:7])([CH3:4])([CH3:3])[CH3:2].CO.ClCCl. (5) Given the product [CH:15]([O:14][C:10]1[CH:9]=[C:8]([C:6]2[CH:5]=[CH:4][N:3]=[C:2]([NH:18][CH2:19][CH2:20][C:21]3[CH:26]=[CH:25][C:24]([OH:27])=[CH:23][CH:22]=3)[N:7]=2)[CH:13]=[CH:12][CH:11]=1)([CH3:17])[CH3:16], predict the reactants needed to synthesize it. The reactants are: Cl[C:2]1[N:7]=[C:6]([C:8]2[CH:13]=[CH:12][CH:11]=[C:10]([O:14][CH:15]([CH3:17])[CH3:16])[CH:9]=2)[CH:5]=[CH:4][N:3]=1.[NH2:18][CH2:19][CH2:20][C:21]1[CH:26]=[CH:25][C:24]([OH:27])=[CH:23][CH:22]=1. (6) Given the product [N:29]1([C:2]2[N:7]=[C:6]([C:8]3[C:16]4[C:11](=[CH:12][N:13]=[C:14]([C:17]5[CH:18]=[N:19][CH:20]=[CH:21][CH:22]=5)[CH:15]=4)[NH:10][N:9]=3)[CH:5]=[CH:4][CH:3]=2)[CH2:34][CH2:33][NH:32][CH2:31][CH2:30]1, predict the reactants needed to synthesize it. The reactants are: F[C:2]1[N:7]=[C:6]([C:8]2[C:16]3[C:11](=[CH:12][N:13]=[C:14]([C:17]4[CH:18]=[N:19][CH:20]=[CH:21][CH:22]=4)[CH:15]=3)[N:10](C3CCCCO3)[N:9]=2)[CH:5]=[CH:4][CH:3]=1.[NH:29]1[CH2:34][CH2:33][NH:32][CH2:31][CH2:30]1. (7) Given the product [Br:8][C:5]1[CH:6]=[CH:7][C:2]([Br:1])=[C:3]2[C:4]=1[C:13]([CH3:14])=[CH:12][NH:9]2, predict the reactants needed to synthesize it. The reactants are: [Br:1][C:2]1[CH:7]=[CH:6][C:5]([Br:8])=[CH:4][C:3]=1[N+:9]([O-])=O.[CH:12](/[Mg]Br)=[CH:13]\[CH3:14].[NH4+].[Cl-]. (8) Given the product [C:1]([O:5][C:6]([N:8]1[CH2:13][CH:12]=[C:11]([C:14]2[NH:33][C:17]3=[N:18][CH:19]=[C:20]([C:35]#[N:37])[C:21]([NH:22][C:23]4[CH:24]=[C:25]5[C:29](=[CH:30][CH:31]=4)[NH:28][N:27]=[CH:26]5)=[C:16]3[CH:15]=2)[CH2:10][CH2:9]1)=[O:7])([CH3:4])([CH3:3])[CH3:2], predict the reactants needed to synthesize it. The reactants are: [C:1]([O:5][C:6]([N:8]1[CH2:13][CH:12]=[C:11]([C:14]2[NH:33][C:17]3=[N:18][CH:19]=[C:20](Br)[C:21]([NH:22][C:23]4[CH:24]=[C:25]5[C:29](=[CH:30][CH:31]=4)[NH:28][N:27]=[CH:26]5)=[C:16]3[CH:15]=2)[CH2:10][CH2:9]1)=[O:7])([CH3:4])([CH3:3])[CH3:2].O.[C:35](#[N:37])C.